The task is: Predict the reaction yield, written as a fraction of the theoretical maximum amount of product (1.0 means a 100% yield; for example, 0.34 means a 34% yield).. This data is from Reaction yield outcomes from USPTO patents with 853,638 reactions. (1) The reactants are [N+]([C:4]1[C:9]2[CH2:10][CH2:11][CH2:12][CH2:13][CH2:14][C:8]=2[CH:7]=[CH:6][C:5]=1[NH:15]C(=O)C)([O-])=O.[N+:19](C1C2CCCCCC=2C=C(NC(=O)C)C=1)([O-:21])=[O:20].C(NC1C=CC=CC=1)(=O)C. The catalyst is Cl.O. The product is [N+:19]([C:6]1[C:5]([NH2:15])=[CH:4][C:9]2[CH2:10][CH2:11][CH2:12][CH2:13][CH2:14][C:8]=2[CH:7]=1)([O-:21])=[O:20]. The yield is 0.900. (2) The reactants are [Cl:1][C:2]1[CH:3]=[C:4]([N:10]2[CH:18]([CH:19]3[CH2:23][CH2:22][CH2:21][CH2:20]3)[CH:17]3[C:12]([C:13]4[CH:27]=[CH:26][C:25]([C:28]([OH:30])=[O:29])=[CH:24][C:14]=4[CH2:15][CH2:16]3)=[N:11]2)[CH:5]=[CH:6][C:7]=1[C:8]#[N:9].[CH3:31][CH:32](O)[CH3:33]. No catalyst specified. The product is [Cl:1][C:2]1[CH:3]=[C:4]([N:10]2[CH:18]([CH:19]3[CH2:20][CH2:21][CH2:22][CH2:23]3)[CH:17]3[C:12]([C:13]4[CH:27]=[CH:26][C:25]([C:28]([O:30][CH:32]([CH3:33])[CH3:31])=[O:29])=[CH:24][C:14]=4[CH2:15][CH2:16]3)=[N:11]2)[CH:5]=[CH:6][C:7]=1[C:8]#[N:9]. The yield is 0.660. (3) The reactants are [ClH:1].Cl.[NH:3]1[CH2:12][CH2:11][CH2:10][CH:5](C(NN)=O)[CH2:4]1.C(O)(=O)C.[N:17](OCCC(C)C)=O.Cl. The catalyst is O. The product is [ClH:1].[ClH:1].[NH2:17][CH:5]1[CH2:10][CH2:11][CH2:12][NH:3][CH2:4]1. The yield is 0.840.